Dataset: Peptide-MHC class II binding affinity with 134,281 pairs from IEDB. Task: Regression. Given a peptide amino acid sequence and an MHC pseudo amino acid sequence, predict their binding affinity value. This is MHC class II binding data. (1) The peptide sequence is TESTFKNISCTFKFGEE. The MHC is DRB1_1501 with pseudo-sequence DRB1_1501. The binding affinity (normalized) is 0.453. (2) The peptide sequence is YDKNLANVSTVLTGK. The MHC is DRB1_1001 with pseudo-sequence DRB1_1001. The binding affinity (normalized) is 0.468. (3) The peptide sequence is MPPELNTARLMAGAG. The MHC is HLA-DQA10501-DQB10201 with pseudo-sequence HLA-DQA10501-DQB10201. The binding affinity (normalized) is 0.285. (4) The peptide sequence is VLAPYMPDVLEKLEL. The MHC is HLA-DQA10201-DQB10402 with pseudo-sequence HLA-DQA10201-DQB10402. The binding affinity (normalized) is 0.284.